Dataset: M1 muscarinic receptor antagonist screen with 61,756 compounds. Task: Binary Classification. Given a drug SMILES string, predict its activity (active/inactive) in a high-throughput screening assay against a specified biological target. The compound is S(=O)(=O)(c1c2c([nH]c1)cccc2)Cc1cc(F)ccc1. The result is 0 (inactive).